Dataset: Peptide-MHC class II binding affinity with 134,281 pairs from IEDB. Task: Regression. Given a peptide amino acid sequence and an MHC pseudo amino acid sequence, predict their binding affinity value. This is MHC class II binding data. (1) The peptide sequence is KFPELGMNPSHCNEM. The MHC is DRB1_0701 with pseudo-sequence DRB1_0701. The binding affinity (normalized) is 0.263. (2) The peptide sequence is WLACGVDNFCVKVLAK. The MHC is HLA-DQA10601-DQB10402 with pseudo-sequence HLA-DQA10601-DQB10402. The binding affinity (normalized) is 0.524. (3) The peptide sequence is DPTLDHHWHLWKKTYGKQYK. The MHC is DRB1_1302 with pseudo-sequence DRB1_1302. The binding affinity (normalized) is 0.0847. (4) The peptide sequence is NVYQRGTHPFSRIRD. The MHC is DRB1_0801 with pseudo-sequence DRB1_0801. The binding affinity (normalized) is 0.561. (5) The MHC is DRB1_1302 with pseudo-sequence DRB1_1302. The peptide sequence is CKVYEIKCRFKYTFA. The binding affinity (normalized) is 0.207. (6) The peptide sequence is GRGSGSSFEIKSTKPEASSG. The MHC is HLA-DQA10501-DQB10201 with pseudo-sequence HLA-DQA10501-DQB10201. The binding affinity (normalized) is 0.453. (7) The peptide sequence is PSLIKTLQSRMSKNF. The MHC is DRB1_0101 with pseudo-sequence DRB1_0101. The binding affinity (normalized) is 1.00.